This data is from Full USPTO retrosynthesis dataset with 1.9M reactions from patents (1976-2016). The task is: Predict the reactants needed to synthesize the given product. Given the product [Br:1][C:2]1[CH:3]=[CH:4][C:5]2[O:10][CH2:9][C@H:8]([CH2:11][O:12][C:14]3[CH:19]=[CH:18][CH:17]=[CH:16][CH:15]=3)[O:7][C:6]=2[CH:13]=1, predict the reactants needed to synthesize it. The reactants are: [Br:1][C:2]1[CH:3]=[CH:4][C:5]2[O:10][CH2:9][C@H:8]([CH2:11][OH:12])[O:7][C:6]=2[CH:13]=1.[C:14]1(O)[CH:19]=[CH:18][CH:17]=[CH:16][CH:15]=1.C1(P(C2C=CC=CC=2)C2C=CC=CC=2)C=CC=CC=1.CCOC(/N=N/C(OCC)=O)=O.